From a dataset of NCI-60 drug combinations with 297,098 pairs across 59 cell lines. Regression. Given two drug SMILES strings and cell line genomic features, predict the synergy score measuring deviation from expected non-interaction effect. (1) Drug 1: CC1=C2C(C(=O)C3(C(CC4C(C3C(C(C2(C)C)(CC1OC(=O)C(C(C5=CC=CC=C5)NC(=O)OC(C)(C)C)O)O)OC(=O)C6=CC=CC=C6)(CO4)OC(=O)C)O)C)O. Drug 2: COCCOC1=C(C=C2C(=C1)C(=NC=N2)NC3=CC=CC(=C3)C#C)OCCOC.Cl. Cell line: M14. Synergy scores: CSS=19.2, Synergy_ZIP=-2.27, Synergy_Bliss=2.21, Synergy_Loewe=-13.3, Synergy_HSA=0.468. (2) Drug 1: C1=CC(=CC=C1CCC2=CNC3=C2C(=O)NC(=N3)N)C(=O)NC(CCC(=O)O)C(=O)O. Drug 2: CCCCC(=O)OCC(=O)C1(CC(C2=C(C1)C(=C3C(=C2O)C(=O)C4=C(C3=O)C=CC=C4OC)O)OC5CC(C(C(O5)C)O)NC(=O)C(F)(F)F)O. Cell line: NCI-H226. Synergy scores: CSS=2.66, Synergy_ZIP=-2.73, Synergy_Bliss=-3.08, Synergy_Loewe=-2.58, Synergy_HSA=-1.67. (3) Drug 1: C(CC(=O)O)C(=O)CN.Cl. Drug 2: CC12CCC3C(C1CCC2OP(=O)(O)O)CCC4=C3C=CC(=C4)OC(=O)N(CCCl)CCCl.[Na+]. Cell line: SR. Synergy scores: CSS=32.5, Synergy_ZIP=1.48, Synergy_Bliss=4.54, Synergy_Loewe=-0.139, Synergy_HSA=3.01. (4) Drug 1: CC1=C(C=C(C=C1)NC2=NC=CC(=N2)N(C)C3=CC4=NN(C(=C4C=C3)C)C)S(=O)(=O)N.Cl. Drug 2: CC=C1C(=O)NC(C(=O)OC2CC(=O)NC(C(=O)NC(CSSCCC=C2)C(=O)N1)C(C)C)C(C)C. Cell line: BT-549. Synergy scores: CSS=38.7, Synergy_ZIP=3.50, Synergy_Bliss=2.00, Synergy_Loewe=-47.9, Synergy_HSA=0.0717. (5) Drug 1: CN(C)N=NC1=C(NC=N1)C(=O)N. Drug 2: CC(C)CN1C=NC2=C1C3=CC=CC=C3N=C2N. Cell line: HL-60(TB). Synergy scores: CSS=10.7, Synergy_ZIP=-3.43, Synergy_Bliss=-2.15, Synergy_Loewe=-3.92, Synergy_HSA=-3.48. (6) Drug 1: CC1=C(C=C(C=C1)NC(=O)C2=CC=C(C=C2)CN3CCN(CC3)C)NC4=NC=CC(=N4)C5=CN=CC=C5. Drug 2: C#CCC(CC1=CN=C2C(=N1)C(=NC(=N2)N)N)C3=CC=C(C=C3)C(=O)NC(CCC(=O)O)C(=O)O. Cell line: OVCAR-8. Synergy scores: CSS=56.3, Synergy_ZIP=2.09, Synergy_Bliss=-0.403, Synergy_Loewe=-10.0, Synergy_HSA=-0.600. (7) Drug 1: CC12CCC3C(C1CCC2O)C(CC4=C3C=CC(=C4)O)CCCCCCCCCS(=O)CCCC(C(F)(F)F)(F)F. Drug 2: CN(CC1=CN=C2C(=N1)C(=NC(=N2)N)N)C3=CC=C(C=C3)C(=O)NC(CCC(=O)O)C(=O)O. Cell line: UO-31. Synergy scores: CSS=-17.9, Synergy_ZIP=27.5, Synergy_Bliss=31.7, Synergy_Loewe=-57.1, Synergy_HSA=-2.88.